Dataset: Catalyst prediction with 721,799 reactions and 888 catalyst types from USPTO. Task: Predict which catalyst facilitates the given reaction. (1) Reactant: [NH2:1][C:2]1[CH:7]=[CH:6][C:5]([Cl:8])=[CH:4][C:3]=1[C:9](=O)[CH2:10][Cl:11].[N:13]([O-])=O.[Na+].[Sn](Cl)Cl. Product: [Cl:8][C:5]1[CH:4]=[C:3]2[C:2](=[CH:7][CH:6]=1)[NH:1][N:13]=[C:9]2[CH2:10][Cl:11]. The catalyst class is: 126. (2) Reactant: [O:1]([C:8]1[CH:13]=[CH:12][C:11]([C:14]2[C:18]3[C:19]([NH2:23])=[N:20][CH:21]=[CH:22][C:17]=3[S:16][CH:15]=2)=[CH:10][CH:9]=1)[C:2]1[CH:7]=[CH:6][CH:5]=[CH:4][CH:3]=1.C1C(=O)N([I:31])C(=O)C1.O. Product: [I:31][C:22]1[C:17]2[S:16][CH:15]=[C:14]([C:11]3[CH:10]=[CH:9][C:8]([O:1][C:2]4[CH:3]=[CH:4][CH:5]=[CH:6][CH:7]=4)=[CH:13][CH:12]=3)[C:18]=2[C:19]([NH2:23])=[N:20][CH:21]=1. The catalyst class is: 3. (3) Reactant: [NH2:1][C:2]1[C:7]([Br:8])=[CH:6][N:5]=[C:4]([O:9][CH3:10])[C:3]=1/[CH:11]=[CH:12]/[C:13]([O:15]CC)=O.C[S-].[Na+].O.FC(F)(F)S(OC1C=CC2C(=C(Br)C=NC=2OC)N=1)(=O)=O. Product: [Br:8][C:7]1[CH:6]=[N:5][C:4]([O:9][CH3:10])=[C:3]2[C:2]=1[NH:1][C:13](=[O:15])[CH:12]=[CH:11]2. The catalyst class is: 412. (4) Reactant: [NH2:1][C:2]1[CH:10]=[C:9]([CH3:11])[CH:8]=[CH:7][C:3]=1[C:4](O)=[O:5]. Product: [NH2:1][C:2]1[CH:10]=[C:9]([CH3:11])[CH:8]=[CH:7][C:3]=1[CH2:4][OH:5]. The catalyst class is: 1. (5) Reactant: [CH3:1][C:2]1[N:3]=[C:4]([CH2:7][CH2:8][CH3:9])[NH:5][CH:6]=1.C([O-])([O-])=O.[Cs+].[Cs+].CN[C@@H]1CCCC[C@H]1NC.Br[C:27]1[N:28]=[CH:29][S:30][C:31]=1[NH:32][C:33](=[O:35])[CH3:34]. Product: [CH3:1][C:2]1[N:3]=[C:4]([CH2:7][CH2:8][CH3:9])[N:5]([C:27]2[N:28]=[CH:29][S:30][C:31]=2[NH:32][C:33](=[O:35])[CH3:34])[CH:6]=1. The catalyst class is: 122. (6) Reactant: C(O[C:6](=O)[N:7]([C:9]1[CH:14]=[C:13]([F:15])[C:12]([F:16])=[CH:11][C:10]=1[N:17]([C:19]([C:21]1[CH:22]=[N:23][CH:24]=[CH:25][C:26]=1[O:27][C:28]1[CH:33]=[C:32]([Cl:34])[CH:31]=[CH:30][C:29]=1[Cl:35])=[O:20])[CH3:18])C)(C)(C)C.[OH-].[Na+].C(#N)C. Product: [Cl:35][C:29]1[CH:30]=[CH:31][C:32]([Cl:34])=[CH:33][C:28]=1[O:27][C:26]1[C:21]([C:19]([N:17]([C:10]2[CH:11]=[C:12]([F:16])[C:13]([F:15])=[CH:14][C:9]=2[NH:7][CH3:6])[CH3:18])=[O:20])=[CH:22][N:23]=[CH:24][CH:25]=1. The catalyst class is: 33. (7) Reactant: [O:1]=[C:2]([O:20][CH2:21][CH:21]([O:20][C:2](=[O:1])[CH2:3][CH2:4][CH2:5][CH2:6][CH2:7][CH2:8][CH2:9]/[CH:10]=[CH:11]\[CH2:12][CH2:13][CH2:14][CH2:15][CH2:16][CH2:17][CH2:18][CH3:19])[CH2:21][O:20][C:2](=[O:1])[CH2:3][CH2:4][CH2:5][CH2:6][CH2:7][CH2:8][CH2:9]/[CH:10]=[CH:11]\[CH2:12][CH2:13][CH2:14][CH2:15][CH2:16][CH2:17][CH2:18][CH3:19])[CH2:3][CH2:4][CH2:5][CH2:6][CH2:7][CH2:8][CH2:9]/[CH:10]=[CH:11]\[CH2:12][CH2:13][CH2:14][CH2:15][CH2:16][CH2:17][CH2:18][CH3:19].CO. Product: [CH3:21][O:20][C:2](=[O:1])[CH2:3][CH2:4][CH2:5][CH2:6][CH2:7][CH2:8][CH2:9]/[CH:10]=[CH:11]\[CH2:12][CH2:13][CH2:14][CH2:15][CH2:16][CH2:17][CH2:18][CH3:19]. The catalyst class is: 610.